Dataset: Full USPTO retrosynthesis dataset with 1.9M reactions from patents (1976-2016). Task: Predict the reactants needed to synthesize the given product. (1) Given the product [C:18]([O:17][C:15]([N:11]1[C@H:10]([C:12]([OH:14])=[O:13])[CH2:9][S:8][C@@H:7]1[C:3]1[CH:2]=[N:1][CH:6]=[CH:5][CH:4]=1)=[O:16])([CH3:21])([CH3:20])[CH3:19].[C:26]([O:25][C:23]([N:11]1[C@H:10]([C:12]([OH:14])=[O:13])[CH2:9][S:8][C@H:7]1[C:3]1[CH:2]=[N:1][CH:6]=[CH:5][CH:4]=1)=[O:24])([CH3:27])([CH3:28])[CH3:29], predict the reactants needed to synthesize it. The reactants are: [N:1]1[CH:6]=[CH:5][CH:4]=[C:3]([C@@H:7]2[NH:11][CH:10]([C:12]([OH:14])=[O:13])[CH2:9][S:8]2)[CH:2]=1.[C:15](O[C:23]([O:25][C:26]([CH3:29])([CH3:28])[CH3:27])=[O:24])([O:17][C:18]([CH3:21])([CH3:20])[CH3:19])=[O:16]. (2) Given the product [Cl:1][C:2]1[N:3]=[N:4][C:5]([N:16]([CH3:17])[CH3:15])=[CH:6][C:7]=1[C:8]1[CH:13]=[CH:12][N:11]=[CH:10][CH:9]=1, predict the reactants needed to synthesize it. The reactants are: [Cl:1][C:2]1[N:3]=[N:4][C:5](Cl)=[CH:6][C:7]=1[C:8]1[CH:13]=[CH:12][N:11]=[CH:10][CH:9]=1.[CH3:15][NH:16][CH3:17]. (3) Given the product [Br:14][C:15]1[CH:21]=[CH:20][C:18]([NH:19][C:7](=[O:9])[C:6]2[CH:13]=[C:2]([Cl:1])[CH:3]=[CH:4][C:5]=2[NH2:11])=[CH:17][CH:16]=1, predict the reactants needed to synthesize it. The reactants are: [Cl:1][C:2]1[CH:13]=[C:6]2[C:7]([O:9]C(=O)[NH:11][C:5]2=[CH:4][CH:3]=1)=O.[Br:14][C:15]1[CH:21]=[CH:20][C:18]([NH2:19])=[CH:17][CH:16]=1.